From a dataset of Experimentally validated miRNA-target interactions with 360,000+ pairs, plus equal number of negative samples. Binary Classification. Given a miRNA mature sequence and a target amino acid sequence, predict their likelihood of interaction. (1) The miRNA is hsa-miR-3609 with sequence CAAAGUGAUGAGUAAUACUGGCUG. Result: 1 (interaction). The protein sequence of the target gene is MAAATIVHDTSEAVELCPAYGLYLKPITKMTISVALPQLKQPGKSISNWEVMERLKGMVQNHQFSTLRISKSTMDFIRFEGEVENKSLVKSFLACLDGKTIKLSGFSDILKVRAAEFKIDFPTRHDWDSFFRDAKDMNETLPGERPDTIHLEGLPCKWFALKESGSEKPSEDVLVKVFEKFGEIRNVDIPMLDPYREEMTGRNFHTFSFGGHLNFEAYVQYREYMGFIQAMSALRGMKLMYKGEDGKAVACNIKVSFDSTKHLSDASIKKRQLERQKLQELEQQREEQKRREKEAEERQR.... (2) The miRNA is hsa-miR-7850-5p with sequence GUUUGGACAUAGUGUGGCUGG. The protein sequence of the target gene is MASCLALRMALLLVSGVLAPAVLTDDVPQEPVPTLWNEPAELPSGEGPVESTSPGREPVDTGPPAPTVAPGPEDSTAQERLDQGGGSLGPGAIAAIVIAALLATCVVLALVVVALRKFSAS. Result: 0 (no interaction). (3) The miRNA is hsa-miR-196a-5p with sequence UAGGUAGUUUCAUGUUGUUGGG. Result: 1 (interaction). The protein sequence of the target gene is MGTALLQRGGCFLLCLSLLLLGCWAELGSGLEFPGAEGQWTRFPKWNACCESEMSFQLKTRSARGLVLYFDDEGFCDFLELILTRGGRLQLSFSIFCAEPATLLADTPVNDGAWHSVRIRRQFRNTTLFIDQVEAKWVEVKSKRRDMTVFSGLFVGGLPPELRAAALKLTLASVREREPFKGWIRDVRVNSSQVLPVDSGEVKLDDEPPNSGGGSPCEAGEEGEGGVCLNGGVCSVVDDQAVCDCSRTGFRGKDCSQEDNNVEGLAHLMMGDQGKSKGKEEYIATFKGSEYFCYDLSQNP.... (4) The miRNA is mmu-miR-3475-3p with sequence UCUGGAGGCACAUGGUUUGAA. The protein sequence of the target gene is MYEGKKTKNMFLTRALEKILADKEVKKAHHSQLRKACEVALEEIKVETEKQSPPHGEAKAGSGTLPPVKSKTNFIEADKYFLPFELACQSKCPRIVSTSLDCLQKLIAYGHLTGRAPDSTTPGKKLIDRIIETICGCFQGPQTDEGVQLQIIKALLTAVTSQHIEIHEGTVLQAVRTCYNIYLASKNLINQTTAKATLTQMLNVIFARMENQALQEAKQMERERHRQQQHLLQSPVSHHEPESPHLRYLPPQTVDHINQEHEGDLEPQTHDVDKSLQDDTEPENGSDISSAENEQTEADQ.... Result: 0 (no interaction). (5) The miRNA is hsa-miR-4802-3p with sequence UACAUGGAUGGAAACCUUCAAGC. The protein sequence of the target gene is MAAAEPAVLALPNSGAGGAGAPSGTVPVLFCFSVFARPSSVPHGAGYELLIQKFLSLYGDQIDMHRKFVVQLFAEEWGQYVDLPKGFAVSERCKVRLVPLQIQLTTLGNLTPSSTVFFCCDMQERFRPAIKYFGDIISVGQRLLQGARILGIPVIVTEQYPKGLGSTVQEIDLTGVKLVLPKTKFSMVLPEVEAALAEIPGVRSVVLFGVETHVCIQQTALELVGRGVEVHIVADATSSRSMMDRMFALERLARTGIIVTTSEAVLLQLVADKDHPKFKEIQNLIKASAPESGLLSKV. Result: 0 (no interaction). (6) The miRNA is hsa-miR-6755-3p with sequence UGUUGUCAUGUUUUUUCCCUAG. The protein sequence of the target gene is MPSPQLLVLFGSQTGTAQDVSERLGREARRRRLGCRVQALDSYPVVNLINEPLVIFVCATTGQGDPPDNMKNFWRFIFRKNLPSTALCQMDFAVLGLGDSSYAKFNFVAKKLHRRLLQLGGSALLPVCLGDDQHELGPDAAVDPWLRDLWDRVLGLYPPPPGLTEIPPGVPLPSKFTLLFLQEAPSTGSEGQRVAHPGSQEPPSESKPFLAPMISNQRVTGPSHFQDVRLIEFDILGSGISFAAGDVVLIQPSNSAAHVQRFCQVLGLDPDQLFMLQPREPDVSSPTRLPQPCSMRHLVS.... Result: 0 (no interaction). (7) The miRNA is hsa-miR-25-3p with sequence CAUUGCACUUGUCUCGGUCUGA. The protein sequence of the target gene is MAAEEEAAAGGKVLREENQCIAPVVSSRVSPGTRPTAMGSFSSHMTEFPRKRKGSDSDPSQSGIMTEKVVEKLSQNPLTYLLSTRIEISASSGSRVEDGEHQVKMKAFREAHSQTEKRRRDKMNNLIEELSAMIPQCNPMARKLDKLTVLRMAVQHLRSLKGLTNSYVGSNYRPSFLQDNELRHLILKTAEGFLFVVGCERGKILFVSKSVSKILNYDQASLTGQSLFDFLHPKDVAKVKEQLSSFDISPREKLIDAKTGLQVHSNLHAGRTRVYSGSRRSFFCRIKSCKISVKEEHGCL.... Result: 1 (interaction). (8) The miRNA is mmu-miR-299a-3p with sequence UAUGUGGGACGGUAAACCGCUU. The protein sequence of the target gene is METAEKECGALGGLFQAIVNDMKSSYPIWEDFNSKAAKLHSQLRTTVLAAVAFLDAFQKVADMATNTRGATRDIGSALTRMCMRHRSIETKLRQFTNALLESLINPLQERIEDWKKSANQLDKDHAKEYKRARHEIKKKSSDTLKLQKKARKGKGDLQPQLDSALQDVNDMYLLLEETEKQAVRRALIEERGRFCTFITFLQPVVNGELTMLGEITHLQGIIDDLVVLTADPHKLPPASEQVIKDLKGSDYSWSYQTPPSSPSSSNSRKSSMCSLAQPATTRLSSVSSHDSGFVSQDPTY.... Result: 0 (no interaction).